From a dataset of Full USPTO retrosynthesis dataset with 1.9M reactions from patents (1976-2016). Predict the reactants needed to synthesize the given product. (1) Given the product [Cl:22][C:11]1[S:12][C:8]([C:6]2[CH:5]=[N:4][N:3]([CH2:1][CH3:2])[CH:7]=2)=[N:9][N:10]=1, predict the reactants needed to synthesize it. The reactants are: [CH2:1]([N:3]1[CH:7]=[C:6]([C:8]2[S:12][C:11](N)=[N:10][N:9]=2)[CH:5]=[N:4]1)[CH3:2].CC(O)=O.N([O-])=O.[Na+].[ClH:22]. (2) Given the product [CH3:1][O:2][C:3]1[CH:4]=[CH:5][C:6]([C:16]2[CH:17]=[CH:18][C:19](=[O:22])[NH:20][N:21]=2)=[C:7]2[C:12]=1[N:11]=[C:10]([CH:13]([CH3:15])[CH3:14])[CH:9]=[CH:8]2, predict the reactants needed to synthesize it. The reactants are: [CH3:1][O:2][C:3]1[CH:4]=[CH:5][C:6]([C:16]2[CH2:17][CH2:18][C:19](=[O:22])[NH:20][N:21]=2)=[C:7]2[C:12]=1[N:11]=[C:10]([CH:13]([CH3:15])[CH3:14])[CH:9]=[CH:8]2.[N+](C1C=C(S([O-])(=O)=O)C=CC=1)([O-])=O.[Na+].Cl. (3) Given the product [ClH:18].[Cl:18][C:19]1[CH:33]=[C:32]([NH:8][C:5]2[N:4]=[C:3]([C:9]3[N:13]([CH:14]([CH3:15])[CH3:16])[C:12]([CH3:17])=[N:11][CH:10]=3)[C:2]([F:1])=[CH:7][N:6]=2)[CH:31]=[CH:30][C:20]=1[C:21]([N:23]1[CH2:24][CH2:25][N:26]([CH3:29])[CH2:27][CH2:28]1)=[O:22], predict the reactants needed to synthesize it. The reactants are: [F:1][C:2]1[C:3]([C:9]2[N:13]([CH:14]([CH3:16])[CH3:15])[C:12]([CH3:17])=[N:11][CH:10]=2)=[N:4][C:5]([NH2:8])=[N:6][CH:7]=1.[Cl:18][C:19]1[CH:33]=[C:32](Cl)[CH:31]=[CH:30][C:20]=1[C:21]([N:23]1[CH2:28][CH2:27][N:26]([CH3:29])[CH2:25][CH2:24]1)=[O:22].C([O-])([O-])=O.[Cs+].[Cs+].CC(C1C=C(C(C)C)C(C2C=CC=CC=2P(C2CCCCC2)C2CCCCC2)=C(C(C)C)C=1)C. (4) Given the product [OH:6][CH2:7][C:8]1[C:13]([C:14]2[CH:19]=[CH:18][N:17]=[C:16]3[NH:20][C:21]([C:23]4[CH:28]=[CH:27][C:26]([C:29]([N:31]5[CH2:36][CH2:35][O:34][CH2:33][CH2:32]5)=[O:30])=[CH:25][CH:24]=4)=[N:22][C:15]=23)=[CH:12][CH:11]=[CH:10][C:9]=1[N:37]1[CH:41]=[CH:40][N:39]([C:42]2[CH:43]=[CH:44][C:45]([CH3:48])=[CH:46][CH:47]=2)[C:38]1=[O:49], predict the reactants needed to synthesize it. The reactants are: C([Si](C)(C)[O:6][CH2:7][C:8]1[C:13]([C:14]2[CH:19]=[CH:18][N:17]=[C:16]3[NH:20][C:21]([C:23]4[CH:28]=[CH:27][C:26]([C:29]([N:31]5[CH2:36][CH2:35][O:34][CH2:33][CH2:32]5)=[O:30])=[CH:25][CH:24]=4)=[N:22][C:15]=23)=[CH:12][CH:11]=[CH:10][C:9]=1[N:37]1[CH:41]=[CH:40][N:39]([C:42]2[CH:47]=[CH:46][C:45]([CH3:48])=[CH:44][CH:43]=2)[C:38]1=[O:49])(C)(C)C.CCCC[N+](CCCC)(CCCC)CCCC.[F-]. (5) Given the product [O:2]1[CH2:6][CH2:5][CH:4]([NH:8][C@H:9]2[CH2:13][CH2:12][N:11]([S:14]([C:17]3[C:18]4[C:19]([Cl:1])=[CH:20][N:21]=[CH:22][C:23]=4[CH:24]=[CH:25][CH:26]=3)(=[O:16])=[O:15])[CH2:10]2)[CH2:3]1, predict the reactants needed to synthesize it. The reactants are: [ClH:1].[O:2]1[CH2:6][CH2:5][C:4](=O)[CH2:3]1.[NH2:8][C@H:9]1[CH2:13][CH2:12][N:11]([S:14]([C:17]2[C:18]3[C:19](Br)=[CH:20][N:21]=[CH:22][C:23]=3[CH:24]=[CH:25][CH:26]=2)(=[O:16])=[O:15])[CH2:10]1.C(=O)C1OC=CC=1.